Task: Predict the reaction yield, written as a fraction of the theoretical maximum amount of product (1.0 means a 100% yield; for example, 0.34 means a 34% yield).. Dataset: Reaction yield outcomes from USPTO patents with 853,638 reactions (1) The reactants are C[O:2][C:3]1[CH:8]=[CH:7][C:6]([N:9]2[C:14](=[O:15])[C:13]([CH2:16][C:17]3[CH:22]=[CH:21][C:20]([C:23]4[C:24]([C:29]#[N:30])=[CH:25][CH:26]=[CH:27][CH:28]=4)=[CH:19][CH:18]=3)=[C:12]([CH2:31][CH2:32][CH3:33])[N:11]=[C:10]2[CH3:34])=[CH:5][CH:4]=1.B(Br)(Br)Br.C(OCC)(=O)C.O. The catalyst is C(Cl)Cl. The product is [OH:2][C:3]1[CH:4]=[CH:5][C:6]([N:9]2[C:14](=[O:15])[C:13]([CH2:16][C:17]3[CH:22]=[CH:21][C:20]([C:23]4[C:24]([C:29]#[N:30])=[CH:25][CH:26]=[CH:27][CH:28]=4)=[CH:19][CH:18]=3)=[C:12]([CH2:31][CH2:32][CH3:33])[N:11]=[C:10]2[CH3:34])=[CH:7][CH:8]=1. The yield is 1.00. (2) The yield is 0.990. The product is [OH:17][C:7]1([C:5]2[S:6][C:2]([CH3:1])=[CH:3][N:4]=2)[CH2:16][CH2:15][C:10](=[O:11])[CH2:9][CH2:8]1. The catalyst is C1COCC1. The reactants are [CH3:1][C:2]1[S:6][C:5]([C:7]2([OH:17])[CH2:16][CH2:15][C:10]3(OCC[O:11]3)[CH2:9][CH2:8]2)=[N:4][CH:3]=1.C([O-])([O-])=O.[Na+].[Na+].